Task: Predict the reactants needed to synthesize the given product.. Dataset: Full USPTO retrosynthesis dataset with 1.9M reactions from patents (1976-2016) (1) Given the product [ClH:29].[ClH:29].[CH2:1]([N:3]([CH2:14][CH2:15][NH:16][C:17]([C:19]1[N:20]=[C:21]2[CH:26]=[CH:25][C:24]([I:27])=[CH:23][N:22]2[CH:28]=1)=[O:18])[CH2:4][CH2:5][O:6][C:7]1[C:8]([F:13])=[N:9][CH:10]=[CH:11][CH:12]=1)[CH3:2], predict the reactants needed to synthesize it. The reactants are: [CH2:1]([N:3]([CH2:14][CH2:15][NH:16][C:17]([C:19]1[N:20]=[C:21]2[CH:26]=[CH:25][C:24]([I:27])=[CH:23][N:22]2[CH:28]=1)=[O:18])[CH2:4][CH2:5][O:6][C:7]1[C:8]([F:13])=[N:9][CH:10]=[CH:11][CH:12]=1)[CH3:2].[ClH:29].Cl.C(N(CCNC(C1C=NC2C(=CC=C(I)C=2)N=1)=O)CCOC1C(F)=NC=CC=1)C. (2) Given the product [O:33]=[C:3]1[CH:4]2[CH2:5][C:6]3([C:13]([NH:15][C@H:16]4[CH2:21][CH2:20][CH2:19][N:18]([C:22]([O:24][CH2:25][C:26]5[CH:27]=[CH:28][CH:29]=[CH:30][CH:31]=5)=[O:23])[CH2:17]4)=[O:14])[CH2:7][CH:8]([CH2:9][CH:10]([CH2:11]3)[NH:2]1)[CH2:12]2, predict the reactants needed to synthesize it. The reactants are: O[N:2]=[C:3]1[CH:10]2[CH2:11][C:6]3([C:13]([NH:15][C@H:16]4[CH2:21][CH2:20][CH2:19][N:18]([C:22]([O:24][CH2:25][C:26]5[CH:31]=[CH:30][CH:29]=[CH:28][CH:27]=5)=[O:23])[CH2:17]4)=[O:14])[CH2:7][CH:8]([CH2:12][CH:4]1[CH2:5]3)[CH2:9]2.Cl.[OH-:33].[Na+]. (3) Given the product [CH:10]1[C:11]2[CH:12]([CH2:14][O:15][C:16]3[O:17][C:20](=[O:21])[NH:19][N:18]=3)[C:13]3[C:5](=[CH:4][CH:3]=[CH:2][CH:1]=3)[C:6]=2[CH:7]=[CH:8][CH:9]=1, predict the reactants needed to synthesize it. The reactants are: [CH:1]1[C:13]2[CH:12]([CH2:14][O:15][C:16]([NH:18][NH2:19])=[O:17])[C:11]3[C:6](=[CH:7][CH:8]=[CH:9][CH:10]=3)[C:5]=2[CH:4]=[CH:3][CH:2]=1.[C:20]([O-])(O)=[O:21].[Na+].C(Cl)(Cl)=O. (4) Given the product [Br:1][C:2]1[CH:3]=[CH:4][C:5]([Cl:16])=[C:6]([CH:15]=1)[CH2:7][C:8]1[CH:13]=[CH:12][C:11]([O:14][Si:26]([C:22]([CH3:25])([CH3:24])[CH3:23])([CH3:28])[CH3:27])=[CH:10][CH:9]=1, predict the reactants needed to synthesize it. The reactants are: [Br:1][C:2]1[CH:3]=[CH:4][C:5]([Cl:16])=[C:6]([CH:15]=1)[CH2:7][C:8]1[CH:13]=[CH:12][C:11]([OH:14])=[CH:10][CH:9]=1.N1C=CN=C1.[C:22]([Si:26](Cl)([CH3:28])[CH3:27])([CH3:25])([CH3:24])[CH3:23].